From a dataset of Forward reaction prediction with 1.9M reactions from USPTO patents (1976-2016). Predict the product of the given reaction. (1) Given the reactants C[Si](C)(C)[N:3]1[CH2:7][C@H:6]([O:8][Si:9]([CH3:12])([CH3:11])[CH3:10])[CH2:5][C@H:4]1[C:13]([O:15][Si:16]([CH3:19])([CH3:18])[CH3:17])=[O:14].[Br:22][CH2:23][C:24](F)=[O:25].[Si](F)(C)(C)C, predict the reaction product. The product is: [Br:22][CH2:23][C:24]([N:3]1[CH2:7][C@H:6]([O:8][Si:9]([CH3:10])([CH3:11])[CH3:12])[CH2:5][C@H:4]1[C:13]([O:15][Si:16]([CH3:17])([CH3:18])[CH3:19])=[O:14])=[O:25]. (2) Given the reactants [NH:1]1[CH:5]=[C:4]([C:6]([O:8][CH2:9][CH3:10])=[O:7])[CH:3]=[N:2]1.[C:11](O[C:11]([O:13][C:14]([CH3:17])([CH3:16])[CH3:15])=[O:12])([O:13][C:14]([CH3:17])([CH3:16])[CH3:15])=[O:12], predict the reaction product. The product is: [N:1]1([C:11]([O:13][C:14]([CH3:17])([CH3:16])[CH3:15])=[O:12])[CH:5]=[C:4]([C:6]([O:8][CH2:9][CH3:10])=[O:7])[CH:3]=[N:2]1. (3) Given the reactants [Cl:1][C:2]1[CH:7]=[CH:6][C:5]([C@H:8]2[C@H:13]([OH:14])[C@@H:12]([OH:15])[C@H:11]([OH:16])[C@@H:10]([S:17]([CH2:20][CH3:21])(=O)=[O:18])[O:9]2)=[CH:4][C:3]=1[CH2:22][C:23]1[CH:28]=[CH:27][C:26]([O:29][CH2:30][CH3:31])=[CH:25][CH:24]=1.ClC1C=CC([C@H]2[C@H](O)[C@@H](O)[C@H](O)[C@@H](SCC)O2)=CC=1CC1C=CC(OCC)=CC=1.OO, predict the reaction product. The product is: [Cl:1][C:2]1[CH:7]=[CH:6][C:5]([C@H:8]2[C@H:13]([OH:14])[C@@H:12]([OH:15])[C@H:11]([OH:16])[C@@H:10]([S:17]([CH2:20][CH3:21])=[O:18])[O:9]2)=[CH:4][C:3]=1[CH2:22][C:23]1[CH:24]=[CH:25][C:26]([O:29][CH2:30][CH3:31])=[CH:27][CH:28]=1. (4) The product is: [CH3:1][O:2][C:3]1[CH:4]=[C:5]([CH2:11][CH2:12][C:13]([C:15]2[CH:20]=[CH:19][CH:18]=[C:17]([OH:21])[CH:16]=2)=[O:14])[CH:6]=[CH:7][C:8]=1[O:9][CH3:10]. Given the reactants [CH3:1][O:2][C:3]1[CH:4]=[C:5]([CH:11]=[CH:12][C:13]([C:15]2[CH:20]=[CH:19][CH:18]=[C:17]([OH:21])[CH:16]=2)=[O:14])[CH:6]=[CH:7][C:8]=1[O:9][CH3:10].CCOC(C)=O, predict the reaction product. (5) Given the reactants Cl.[CH3:2][C:3]1([NH:7][C:8](=[O:14])[O:9][C:10]([CH3:13])([CH3:12])[CH3:11])[CH2:6][NH:5][CH2:4]1.Cl[C:16]([O:18][CH2:19][C:20]1[CH:25]=[CH:24][CH:23]=[CH:22][CH:21]=1)=[O:17], predict the reaction product. The product is: [C:10]([O:9][C:8]([NH:7][C:3]1([CH3:2])[CH2:4][N:5]([C:16]([O:18][CH2:19][C:20]2[CH:25]=[CH:24][CH:23]=[CH:22][CH:21]=2)=[O:17])[CH2:6]1)=[O:14])([CH3:13])([CH3:12])[CH3:11].